From a dataset of Peptide-MHC class II binding affinity with 134,281 pairs from IEDB. Regression. Given a peptide amino acid sequence and an MHC pseudo amino acid sequence, predict their binding affinity value. This is MHC class II binding data. (1) The peptide sequence is AAATPGTTVYGAFAA. The MHC is HLA-DQA10401-DQB10402 with pseudo-sequence HLA-DQA10401-DQB10402. The binding affinity (normalized) is 0.553. (2) The MHC is DRB1_1101 with pseudo-sequence DRB1_1101. The peptide sequence is TLMGRYTHYKSRNLN. The binding affinity (normalized) is 0.584. (3) The peptide sequence is LVLDFCDDALIEGIT. The binding affinity (normalized) is 0.707. The MHC is DRB1_0901 with pseudo-sequence DRB1_0901. (4) The peptide sequence is FMVAMFLAVAVVLGL. The MHC is HLA-DPA10103-DPB10401 with pseudo-sequence HLA-DPA10103-DPB10401. The binding affinity (normalized) is 0.225. (5) The peptide sequence is NRQFHQKLLKSIAAT. The MHC is DRB1_0101 with pseudo-sequence DRB1_0101. The binding affinity (normalized) is 0.898. (6) The peptide sequence is EAKITMLTNGQCQNIT. The MHC is DRB1_0401 with pseudo-sequence DRB1_0401. The binding affinity (normalized) is 0.388.